Dataset: Forward reaction prediction with 1.9M reactions from USPTO patents (1976-2016). Task: Predict the product of the given reaction. (1) Given the reactants [N+:1]([C:4]1[CH:5]=C([CH:8]=[CH:9][CH:10]=1)N)([O-:3])=[O:2].[H-].[Na+].IC.[CH3:15][N:16]([CH3:19])[CH:17]=O, predict the reaction product. The product is: [CH3:15][N:16]([CH3:19])[C:17]1[CH:8]=[CH:9][CH:10]=[C:4]([N+:1]([O-:3])=[O:2])[CH:5]=1. (2) Given the reactants [CH:1]([N:4]1[C:30](=[O:31])[C:29]2[N:12]3[CH2:13][CH2:14][C:15]4[CH:16]=[C:17]([O:27][CH3:28])[C:18]([C:21]5[CH:22]=[N:23][CH:24]=[CH:25][CH:26]=5)=[CH:19][C:20]=4[C:11]3=[C:10]([C:32]3[S:33][CH:34]=[CH:35][CH:36]=3)[C:9]=2[CH2:8][N:7](C(OC(C)(C)C)=O)[CH2:6][CH2:5]1)([CH3:3])[CH3:2].Cl, predict the reaction product. The product is: [CH:1]([N:4]1[C:30](=[O:31])[C:29]2[N:12]3[CH2:13][CH2:14][C:15]4[CH:16]=[C:17]([O:27][CH3:28])[C:18]([C:21]5[CH:22]=[N:23][CH:24]=[CH:25][CH:26]=5)=[CH:19][C:20]=4[C:11]3=[C:10]([C:32]3[S:33][CH:34]=[CH:35][CH:36]=3)[C:9]=2[CH2:8][NH:7][CH2:6][CH2:5]1)([CH3:3])[CH3:2]. (3) Given the reactants [CH2:1]1[O:9][C:8]2[CH:7]=[CH:6][C:5]([CH:10]=[C:11]([C:16](=[O:27])[C:17]3[CH:22]=[CH:21][CH:20]=[C:19]([O:23][CH2:24][CH2:25][CH3:26])[CH:18]=3)[C:12]([O:14][CH3:15])=[O:13])=[CH:4][C:3]=2[O:2]1.COC(=O)CC(=O)C1C=CC=C(OCCC)C=1.C1OC2C=CC(C=O)=CC=2O1, predict the reaction product. The product is: [CH2:1]1[O:9][C:8]2[CH:7]=[CH:6][C:5](/[CH:10]=[C:11](/[C:16](=[O:27])[C:17]3[CH:22]=[CH:21][CH:20]=[C:19]([O:23][CH2:24][CH2:25][CH3:26])[CH:18]=3)\[C:12]([O:14][CH3:15])=[O:13])=[CH:4][C:3]=2[O:2]1. (4) Given the reactants [C:1]([C:4]1[CH:9]=[CH:8][C:7]([O:10][CH3:11])=[CH:6][C:5]=1[NH:12][C:13]([C:15]1[CH:20]=[CH:19][CH:18]=[CH:17][N:16]=1)=O)(=[O:3])[CH3:2].CC([O-])(C)C.[K+].C1COCC1, predict the reaction product. The product is: [CH3:11][O:10][C:7]1[CH:6]=[C:5]2[C:4]([C:1]([OH:3])=[CH:2][C:13]([C:15]3[CH:20]=[CH:19][CH:18]=[CH:17][N:16]=3)=[N:12]2)=[CH:9][CH:8]=1.